Dataset: Forward reaction prediction with 1.9M reactions from USPTO patents (1976-2016). Task: Predict the product of the given reaction. (1) Given the reactants CN(C=O)C.Cl[C:7]1[CH:12]=[CH:11][CH:10]=[C:9]([Cl:13])[N:8]=1.[Cl:14][C:15]1[CH:20]=[C:19]([Cl:21])[CH:18]=[CH:17][C:16]=1[OH:22].C(=O)([O-])[O-].[K+].[K+], predict the reaction product. The product is: [Cl:13][C:9]1[CH:10]=[CH:11][CH:12]=[C:7]([O:22][C:16]2[CH:17]=[CH:18][C:19]([Cl:21])=[CH:20][C:15]=2[Cl:14])[N:8]=1. (2) Given the reactants [Br-:1].[Br-].[Br-].C1([N+](C)(C)C)C=CC=CC=1.C1([N+](C)(C)C)C=CC=CC=1.C1([N+](C)(C)C)C=CC=CC=1.[CH2:34]([O:41][C:42]1[CH:47]=[C:46]([O:48][CH2:49][C:50]2[CH:55]=[CH:54][CH:53]=[CH:52][CH:51]=2)[CH:45]=[CH:44][C:43]=1[C:56](=[O:58])[CH3:57])[C:35]1[CH:40]=[CH:39][CH:38]=[CH:37][CH:36]=1, predict the reaction product. The product is: [CH2:34]([O:41][C:42]1[CH:47]=[C:46]([O:48][CH2:49][C:50]2[CH:51]=[CH:52][CH:53]=[CH:54][CH:55]=2)[CH:45]=[CH:44][C:43]=1[C:56](=[O:58])[CH2:57][Br:1])[C:35]1[CH:36]=[CH:37][CH:38]=[CH:39][CH:40]=1. (3) Given the reactants [C:1]([C:5]1[CH:6]=[C:7]([NH:36][S:37]([CH3:40])(=[O:39])=[O:38])[C:8]([O:34][CH3:35])=[C:9]([NH:11][C:12]([C:14]2[N:15]([CH3:33])[C:16]3[C:21]([CH:22]=2)=[CH:20][CH:19]=[CH:18][C:17]=3[CH2:23][N:24]2[CH2:29][CH2:28][CH:27]([C:30](O)=[O:31])[CH2:26][CH2:25]2)=[O:13])[CH:10]=1)([CH3:4])([CH3:3])[CH3:2].[CH3:41][N:42]([CH3:48])[C@@H:43]1[CH2:47][CH2:46][NH:45][CH2:44]1, predict the reaction product. The product is: [C:1]([C:5]1[CH:6]=[C:7]([NH:36][S:37]([CH3:40])(=[O:38])=[O:39])[C:8]([O:34][CH3:35])=[C:9]([NH:11][C:12]([C:14]2[N:15]([CH3:33])[C:16]3[C:21]([CH:22]=2)=[CH:20][CH:19]=[CH:18][C:17]=3[CH2:23][N:24]2[CH2:25][CH2:26][CH:27]([C:30]([N:45]3[CH2:46][CH2:47][C@@H:43]([N:42]([CH3:48])[CH3:41])[CH2:44]3)=[O:31])[CH2:28][CH2:29]2)=[O:13])[CH:10]=1)([CH3:4])([CH3:3])[CH3:2]. (4) Given the reactants [CH3:1][N:2]1[CH:6]=[C:5]([C:7]2[CH:8]=[C:9]3[C:15]([C:16]([NH:18][NH2:19])=[O:17])=[CH:14][NH:13][C:10]3=[N:11][CH:12]=2)[CH:4]=[N:3]1.[CH3:20][C:21]([O:24][C:25]([NH:27][C@@H:28]([C:35](O)=[O:36])[C:29]1[CH:34]=[CH:33][CH:32]=[CH:31][CH:30]=1)=[O:26])([CH3:23])[CH3:22].CN1CCOCC1.Cl.CN(C)CCCN=C=NCC.O.ON1C2C=CC=CC=2N=N1, predict the reaction product. The product is: [CH3:1][N:2]1[CH:6]=[C:5]([C:7]2[CH:8]=[C:9]3[C:15]([C:16]([NH:18][NH:19][C:35](=[O:36])[CH:28]([NH:27][C:25](=[O:26])[O:24][C:21]([CH3:20])([CH3:23])[CH3:22])[C:29]4[CH:34]=[CH:33][CH:32]=[CH:31][CH:30]=4)=[O:17])=[CH:14][NH:13][C:10]3=[N:11][CH:12]=2)[CH:4]=[N:3]1. (5) Given the reactants [NH2:1][C:2](=O)[CH2:3][O:4][C@@H:5]([C:19]1[CH:24]=[CH:23][CH:22]=[C:21]([Cl:25])[CH:20]=1)[C@@H:6]1[CH2:11][CH2:10][CH2:9][N:8]([C:12]([O:14][C:15]([CH3:18])([CH3:17])[CH3:16])=[O:13])[CH2:7]1.COCCO[AlH2-]OCCOC.[Na+], predict the reaction product. The product is: [NH2:1][CH2:2][CH2:3][O:4][C@@H:5]([C:19]1[CH:24]=[CH:23][CH:22]=[C:21]([Cl:25])[CH:20]=1)[C@@H:6]1[CH2:11][CH2:10][CH2:9][N:8]([C:12]([O:14][C:15]([CH3:18])([CH3:16])[CH3:17])=[O:13])[CH2:7]1.